Dataset: Reaction yield outcomes from USPTO patents with 853,638 reactions. Task: Predict the reaction yield, written as a fraction of the theoretical maximum amount of product (1.0 means a 100% yield; for example, 0.34 means a 34% yield). (1) The reactants are [F:1][C:2]1[CH:7]=[C:6](I)[CH:5]=[CH:4][N:3]=1.[CH3:9][O:10][C:11]1[CH:16]=[CH:15][CH:14]=[CH:13][C:12]=1B(O)O.C([O-])([O-])=O.[K+].[K+]. The catalyst is COCCOC.O.C(Cl)Cl.Cl[Pd](Cl)([P](C1C=CC=CC=1)(C1C=CC=CC=1)C1C=CC=CC=1)[P](C1C=CC=CC=1)(C1C=CC=CC=1)C1C=CC=CC=1. The product is [F:1][C:2]1[CH:7]=[C:6]([C:12]2[CH:13]=[CH:14][CH:15]=[CH:16][C:11]=2[O:10][CH3:9])[CH:5]=[CH:4][N:3]=1. The yield is 0.550. (2) The reactants are Cl.[NH2:2][N:3]1[CH2:7][CH:6]([C:8]2[CH:13]=[CH:12][C:11]([CH3:14])=[C:10]([CH3:15])[CH:9]=2)[N:5]([CH2:16][CH2:17][C:18]2[CH:23]=[CH:22][C:21]([O:24][CH3:25])=[CH:20][CH:19]=2)[C:4]1=[O:26].CCN(C(C)C)C(C)C.[C:36]([O:40][C:41](O[C:41]([O:40][C:36]([CH3:39])([CH3:38])[CH3:37])=[O:42])=[O:42])([CH3:39])([CH3:38])[CH3:37]. The catalyst is C(Cl)Cl. The product is [C:36]([O:40][C:41](=[O:42])[NH:2][N:3]1[CH2:7][CH:6]([C:8]2[CH:13]=[CH:12][C:11]([CH3:14])=[C:10]([CH3:15])[CH:9]=2)[N:5]([CH2:16][CH2:17][C:18]2[CH:19]=[CH:20][C:21]([O:24][CH3:25])=[CH:22][CH:23]=2)[C:4]1=[O:26])([CH3:39])([CH3:38])[CH3:37]. The yield is 0.870. (3) The reactants are [C:1]([NH:8][CH2:9][C:10]([OH:12])=O)([O:3][C:4]([CH3:7])([CH3:6])[CH3:5])=[O:2].CN(C(ON1N=NC2C=CC=NC1=2)=[N+](C)C)C.F[P-](F)(F)(F)(F)F.CCN(C(C)C)C(C)C.[CH2:46]([NH:49][C:50]1[C:55]([C:56]#[N:57])=[CH:54][C:53]([C:58]2[O:62][N:61]=[C:60]([C:63]3[CH:73]=[CH:72][C:66]4[CH2:67][CH2:68][NH:69][CH2:70][CH2:71][C:65]=4[CH:64]=3)[N:59]=2)=[CH:52][N:51]=1)[CH2:47][CH3:48]. The catalyst is CN(C=O)C. The product is [C:56]([C:55]1[CH:54]=[C:53]([C:58]2[O:62][N:61]=[C:60]([C:63]3[CH:73]=[CH:72][C:66]4[CH2:67][CH2:68][N:69]([C:10](=[O:12])[CH2:9][NH:8][C:1](=[O:2])[O:3][C:4]([CH3:5])([CH3:6])[CH3:7])[CH2:70][CH2:71][C:65]=4[CH:64]=3)[N:59]=2)[CH:52]=[N:51][C:50]=1[NH:49][CH2:46][CH2:47][CH3:48])#[N:57]. The yield is 2.42. (4) The reactants are [C:1]([O:7][C:8]1[CH:13]=[C:12]([O:14][CH2:15][CH2:16][O:17][CH3:18])[CH:11]=[C:10]([CH:19]=O)[CH:9]=1)(=[O:6])[C:2]([CH3:5])([CH3:4])[CH3:3].[BH4-].[Na+].CCN(C(C)C)C(C)C.CS([Cl:36])(=O)=O.[Cl-].[K+]. The catalyst is C1COCC1. The product is [C:1]([O:7][C:8]1[CH:13]=[C:12]([O:14][CH2:15][CH2:16][O:17][CH3:18])[CH:11]=[C:10]([CH2:19][Cl:36])[CH:9]=1)(=[O:6])[C:2]([CH3:5])([CH3:4])[CH3:3]. The yield is 0.0800. (5) The reactants are [CH2:1]([O:8][C:9](=[CH:12]N(C)C)[CH:10]=O)[C:2]1[CH:7]=[CH:6][CH:5]=[CH:4][CH:3]=1.Cl.[NH2:17][C:18]([NH2:20])=[NH:19].[H-].[Na+].O. The catalyst is CN1CCCC1=O. The product is [CH2:1]([O:8][C:9]1[CH:10]=[N:19][C:18]([NH2:20])=[N:17][CH:12]=1)[C:2]1[CH:7]=[CH:6][CH:5]=[CH:4][CH:3]=1. The yield is 0.650. (6) The reactants are [C:1]([O:5][C:6]([NH:8][C@@H:9]1[CH2:13][CH2:12][C@H:11]([C:14]([OH:16])=O)[CH2:10]1)=[O:7])([CH3:4])([CH3:3])[CH3:2].[CH2:17]([O:24][N:25]1[C:31](=[O:32])[N:30]2[CH2:33][C@H:26]1[CH2:27][CH2:28][C@H:29]2[C:34]([NH:36][NH2:37])=[O:35])[C:18]1[CH:23]=[CH:22][CH:21]=[CH:20][CH:19]=1.CN(C(ON1N=NC2C=CC=NC1=2)=[N+](C)C)C.F[P-](F)(F)(F)(F)F.CCN(C(C)C)C(C)C. The catalyst is CN(C=O)C.O. The product is [CH2:17]([O:24][N:25]1[C:31](=[O:32])[N:30]2[CH2:33][C@H:26]1[CH2:27][CH2:28][C@H:29]2[C:34]([NH:36][NH:37][C:14]([C@H:11]1[CH2:12][CH2:13][C@@H:9]([NH:8][C:6](=[O:7])[O:5][C:1]([CH3:2])([CH3:3])[CH3:4])[CH2:10]1)=[O:16])=[O:35])[C:18]1[CH:23]=[CH:22][CH:21]=[CH:20][CH:19]=1. The yield is 0.550. (7) The reactants are [H-].[Al+3].[Li+].[H-].[H-].[H-].CON(C)[C:10]([CH:12]1[CH2:14][CH:13]1[CH2:15][C:16]1[CH:17]=[C:18]2[C:22](=[CH:23][CH:24]=1)[NH:21][CH:20]=[C:19]2[C:25]#[N:26])=[O:11]. The catalyst is O1CCCC1. The product is [CH:10]([CH:12]1[CH2:14][CH:13]1[CH2:15][C:16]1[CH:17]=[C:18]2[C:22](=[CH:23][CH:24]=1)[NH:21][CH:20]=[C:19]2[C:25]#[N:26])=[O:11]. The yield is 0.570. (8) The reactants are [C:1]([C:3]1[CH:4]=[C:5]([NH:9][C:10](=[O:33])[NH:11][C:12]2[CH:17]=[CH:16][C:15]([S:18]([NH:21][CH2:22][C:23]3[CH:28]=[CH:27][C:26]([S:29](=[O:32])(=[O:31])[NH2:30])=[CH:25][CH:24]=3)(=[O:20])=[O:19])=[CH:14][CH:13]=2)[CH:6]=[CH:7][CH:8]=1)#[N:2].[NH:34]1[CH2:39][CH2:38][O:37][CH2:36][CH2:35]1. No catalyst specified. The product is [NH:2]=[C:1]([N:34]1[CH2:39][CH2:38][O:37][CH2:36][CH2:35]1)[C:3]1[CH:4]=[C:5]([NH:9][C:10](=[O:33])[NH:11][C:12]2[CH:17]=[CH:16][C:15]([S:18]([NH:21][CH2:22][C:23]3[CH:28]=[CH:27][C:26]([S:29](=[O:32])(=[O:31])[NH2:30])=[CH:25][CH:24]=3)(=[O:20])=[O:19])=[CH:14][CH:13]=2)[CH:6]=[CH:7][CH:8]=1. The yield is 0.380.